This data is from Reaction yield outcomes from USPTO patents with 853,638 reactions. The task is: Predict the reaction yield, written as a fraction of the theoretical maximum amount of product (1.0 means a 100% yield; for example, 0.34 means a 34% yield). (1) The reactants are [C:1]1([CH3:27])[CH:6]=[CH:5][C:4]([S:7]([CH2:10][CH2:11][O:12][C:13](=[O:26])[CH2:14][O:15][C:16]2[CH:21]=[C:20]([CH3:22])[CH:19]=[C:18]([CH:23]([CH3:25])[CH3:24])[CH:17]=2)(=[O:9])=[O:8])=[CH:3][CH:2]=1.[Cl:28][S:29](O)(=[O:31])=[O:30]. The catalyst is C(Cl)Cl. The product is [C:1]1([CH3:27])[CH:2]=[CH:3][C:4]([S:7]([CH2:10][CH2:11][O:12][C:13](=[O:26])[CH2:14][O:15][C:16]2[CH:21]=[C:20]([CH3:22])[C:19]([S:29]([Cl:28])(=[O:31])=[O:30])=[C:18]([CH:23]([CH3:24])[CH3:25])[CH:17]=2)(=[O:9])=[O:8])=[CH:5][CH:6]=1. The yield is 0.870. (2) The reactants are C(N(CC)CC)C.[CH2:8]([O:15][N:16]1[C:20]([CH:21]([NH2:27])[CH:22]([CH2:25][CH3:26])[CH2:23][CH3:24])=[CH:19][CH:18]=[N:17]1)[C:9]1[CH:14]=[CH:13][CH:12]=[CH:11][CH:10]=1.[Cl:28][C:29]1[S:33][C:32]([S:34](Cl)(=[O:36])=[O:35])=[CH:31][CH:30]=1.C([O-])(O)=O.[Na+]. The catalyst is C(Cl)Cl. The product is [CH2:8]([O:15][N:16]1[C:20]([CH:21]([NH:27][S:34]([C:32]2[S:33][C:29]([Cl:28])=[CH:30][CH:31]=2)(=[O:36])=[O:35])[CH:22]([CH2:25][CH3:26])[CH2:23][CH3:24])=[CH:19][CH:18]=[N:17]1)[C:9]1[CH:14]=[CH:13][CH:12]=[CH:11][CH:10]=1. The yield is 0.620. (3) The reactants are Br[C:2]1[CH:3]=[C:4]([C:8]2([CH2:12][NH:13][C:14](=[O:20])[O:15][C:16]([CH3:19])([CH3:18])[CH3:17])[CH2:11][O:10][CH2:9]2)[CH:5]=[CH:6][CH:7]=1.[B:21]1([B:21]2[O:25][C:24]([CH3:27])([CH3:26])[C:23]([CH3:29])([CH3:28])[O:22]2)[O:25][C:24]([CH3:27])([CH3:26])[C:23]([CH3:29])([CH3:28])[O:22]1.CC([O-])=O.[K+].C(Cl)Cl. The catalyst is O1CCOCC1.C(OCC)(=O)C. The product is [CH3:28][C:23]1([CH3:29])[C:24]([CH3:27])([CH3:26])[O:25][B:21]([C:2]2[CH:3]=[C:4]([C:8]3([CH2:12][NH:13][C:14](=[O:20])[O:15][C:16]([CH3:19])([CH3:18])[CH3:17])[CH2:11][O:10][CH2:9]3)[CH:5]=[CH:6][CH:7]=2)[O:22]1. The yield is 0.770. (4) The reactants are [O:1]=[C:2]([C:8]1[CH:13]=[CH:12][CH:11]=[C:10]([CH2:14][CH2:15][CH2:16][CH2:17][CH3:18])[CH:9]=1)[C:3]([O:5]CC)=[O:4].[OH-].[Li+]. The yield is 0.830. The catalyst is C(#N)C. The product is [O:1]=[C:2]([C:8]1[CH:13]=[CH:12][CH:11]=[C:10]([CH2:14][CH2:15][CH2:16][CH2:17][CH3:18])[CH:9]=1)[C:3]([OH:5])=[O:4]. (5) The reactants are [Cl:1][C:2]1[C:3]([CH3:12])=[C:4]([C:7]([OH:11])=[CH:8][C:9]=1[OH:10])[CH:5]=[O:6].[OH-].[K+].[CH2:15](Br)/[CH:16]=[C:17](/[CH2:19][CH2:20][CH:21]=[C:22]([CH3:24])[CH3:23])\[CH3:18]. No catalyst specified. The product is [CH3:12][C:3]1[C:2]([Cl:1])=[C:9]([OH:10])[C:8]([CH2:15]/[CH:16]=[C:17](/[CH2:19][CH2:20][CH:21]=[C:22]([CH3:24])[CH3:23])\[CH3:18])=[C:7]([OH:11])[C:4]=1[CH:5]=[O:6]. The yield is 0.200.